Dataset: Reaction yield outcomes from USPTO patents with 853,638 reactions. Task: Predict the reaction yield, written as a fraction of the theoretical maximum amount of product (1.0 means a 100% yield; for example, 0.34 means a 34% yield). (1) The reactants are CC1N[C:6](=O)[CH2:5][NH:4][C:3]1=[O:9].[H-].[Na+].[CH3:12]I.[CH3:14][N:15]([CH3:18])[CH:16]=[O:17]. No catalyst specified. The product is [CH3:14][N:15]1[CH2:18][C:3](=[O:9])[N:4]([CH3:12])[CH:5]([CH3:6])[C:16]1=[O:17]. The yield is 0.860. (2) The reactants are Br[CH2:2][CH2:3][O:4][C:5]1[CH:10]=[CH:9][C:8]([NH:11][C:12](=[O:20])[C:13]2[CH:18]=[CH:17][CH:16]=[C:15]([F:19])[CH:14]=2)=[CH:7][C:6]=1[C:21]1[N:22]([CH3:26])[N:23]=[CH:24][CH:25]=1.[C:27]([N:30]1[CH2:35][CH2:34][NH:33][CH2:32][CH2:31]1)(=[O:29])[CH3:28].C(=O)([O-])[O-].[K+].[K+]. The product is [C:27]([N:30]1[CH2:35][CH2:34][N:33]([CH2:2][CH2:3][O:4][C:5]2[CH:10]=[CH:9][C:8]([NH:11][C:12](=[O:20])[C:13]3[CH:18]=[CH:17][CH:16]=[C:15]([F:19])[CH:14]=3)=[CH:7][C:6]=2[C:21]2[N:22]([CH3:26])[N:23]=[CH:24][CH:25]=2)[CH2:32][CH2:31]1)(=[O:29])[CH3:28]. The catalyst is CN(C=O)C. The yield is 0.640. (3) The reactants are [CH2:1]([O:8][C:9]1[CH:14]=[CH:13][C:12]([NH:15][C:16]2[C:25]3[C:20](=[CH:21][CH:22]=[C:23](Br)[CH:24]=3)[N:19]=[CH:18][N:17]=2)=[CH:11][CH:10]=1)[C:2]1[CH:7]=[CH:6][CH:5]=[CH:4][CH:3]=1.[O:27]1[CH2:31][CH2:30][O:29][CH:28]1[C:32]1[O:36][C:35]([Sn](CCCC)(CCCC)CCCC)=[CH:34][CH:33]=1. The yield is 0.620. The product is [CH2:1]([O:8][C:9]1[CH:14]=[CH:13][C:12]([NH:15][C:16]2[C:25]3[C:20](=[CH:21][CH:22]=[C:23]([C:35]4[O:36][C:32]([CH:28]5[O:29][CH2:30][CH2:31][O:27]5)=[CH:33][CH:34]=4)[CH:24]=3)[N:19]=[CH:18][N:17]=2)=[CH:11][CH:10]=1)[C:2]1[CH:7]=[CH:6][CH:5]=[CH:4][CH:3]=1. The catalyst is O1CCOCC1.